This data is from Reaction yield outcomes from USPTO patents with 853,638 reactions. The task is: Predict the reaction yield, written as a fraction of the theoretical maximum amount of product (1.0 means a 100% yield; for example, 0.34 means a 34% yield). The reactants are Br[C:2]1[CH:3]=[C:4]([CH:10]=[CH:11][CH:12]=1)[C:5]([O:7]CC)=[O:6].[N:13]1([C:19]([O:21][C:22]([CH3:25])([CH3:24])[CH3:23])=[O:20])[CH2:18][CH2:17][NH:16][CH2:15][CH2:14]1.CC([O-])(C)C.[Na+].CC1(C)C2C(=C(P(C3C=CC=CC=3)C3C=CC=CC=3)C=CC=2)OC2C(P(C3C=CC=CC=3)C3C=CC=CC=3)=CC=CC1=2. The catalyst is O1CCOCC1.C1C=CC(/C=C/C(/C=C/C2C=CC=CC=2)=O)=CC=1.C1C=CC(/C=C/C(/C=C/C2C=CC=CC=2)=O)=CC=1.C1C=CC(/C=C/C(/C=C/C2C=CC=CC=2)=O)=CC=1.[Pd].[Pd]. The product is [C:22]([O:21][C:19]([N:13]1[CH2:18][CH2:17][N:16]([C:2]2[CH:3]=[C:4]([CH:10]=[CH:11][CH:12]=2)[C:5]([OH:7])=[O:6])[CH2:15][CH2:14]1)=[O:20])([CH3:25])([CH3:23])[CH3:24]. The yield is 0.422.